This data is from NCI-60 drug combinations with 297,098 pairs across 59 cell lines. The task is: Regression. Given two drug SMILES strings and cell line genomic features, predict the synergy score measuring deviation from expected non-interaction effect. (1) Drug 1: C1=NC2=C(N=C(N=C2N1C3C(C(C(O3)CO)O)O)F)N. Drug 2: C1=NNC2=C1C(=O)NC=N2. Cell line: NCI-H322M. Synergy scores: CSS=-0.127, Synergy_ZIP=-0.555, Synergy_Bliss=-2.37, Synergy_Loewe=0.00878, Synergy_HSA=-3.52. (2) Drug 1: CN1C(=O)N2C=NC(=C2N=N1)C(=O)N. Drug 2: C1CC(=O)NC(=O)C1N2C(=O)C3=CC=CC=C3C2=O. Cell line: RXF 393. Synergy scores: CSS=-1.28, Synergy_ZIP=2.32, Synergy_Bliss=3.49, Synergy_Loewe=-0.878, Synergy_HSA=-2.00. (3) Drug 1: CC1=C(C=C(C=C1)NC2=NC=CC(=N2)N(C)C3=CC4=NN(C(=C4C=C3)C)C)S(=O)(=O)N.Cl. Drug 2: C1CCC(CC1)NC(=O)N(CCCl)N=O. Cell line: HL-60(TB). Synergy scores: CSS=14.4, Synergy_ZIP=11.6, Synergy_Bliss=8.55, Synergy_Loewe=-25.3, Synergy_HSA=-8.35.